From a dataset of Catalyst prediction with 721,799 reactions and 888 catalyst types from USPTO. Predict which catalyst facilitates the given reaction. (1) Reactant: [F:1][C:2]1[CH:11]=[CH:10][CH:9]=[C:8]2[C:3]=1[C:4](=[O:54])[N:5]1[C:15]([NH:16][C:17]3[CH:22]=[CH:21][C:20]([N:23]4[CH2:28][CH2:27][CH:26]([N:29]5[CH2:34][CH2:33][N:32]([S:35]([CH3:38])(=[O:37])=[O:36])[CH2:31][CH2:30]5)[CH2:25][CH2:24]4)=[CH:19][C:18]=3[O:39][CH3:40])=[N:14][C:13]3[N:41]([S:44]([C:47]4[CH:52]=[CH:51][C:50]([CH3:53])=[CH:49][CH:48]=4)(=[O:46])=[O:45])[CH:42]=[CH:43][C:12]=3[C:6]1=[N:7]2.[NH4+:55].[OH-]. Product: [F:1][C:2]1[CH:11]=[CH:10][CH:9]=[C:8]([NH:7][C:6]2[C:12]3[CH:43]=[CH:42][N:41]([S:44]([C:47]4[CH:52]=[CH:51][C:50]([CH3:53])=[CH:49][CH:48]=4)(=[O:45])=[O:46])[C:13]=3[N:14]=[C:15]([NH:16][C:17]3[CH:22]=[CH:21][C:20]([N:23]4[CH2:28][CH2:27][CH:26]([N:29]5[CH2:30][CH2:31][N:32]([S:35]([CH3:38])(=[O:37])=[O:36])[CH2:33][CH2:34]5)[CH2:25][CH2:24]4)=[CH:19][C:18]=3[O:39][CH3:40])[N:5]=2)[C:3]=1[C:4]([NH2:55])=[O:54]. The catalyst class is: 7. (2) Reactant: [C:1]([NH:5][C:6]1[C:7]([CH3:19])=[N:8][C:9]2[C:14]([N:15]=1)=[C:13]([C:16](=[O:18])[CH3:17])[CH:12]=[CH:11][CH:10]=2)([CH3:4])([CH3:3])[CH3:2].FC(F)(F)S(O[Si](C(C)(C)C)(C)C)(=O)=O.C1C(=O)N([Br:42])C(=O)C1. Product: [Br:42][CH2:17][C:16]([C:13]1[CH:12]=[CH:11][CH:10]=[C:9]2[C:14]=1[N:15]=[C:6]([NH:5][C:1]([CH3:4])([CH3:3])[CH3:2])[C:7]([CH3:19])=[N:8]2)=[O:18]. The catalyst class is: 2. (3) Reactant: Cl[C:2]1[N:7]=[C:6]([NH:8][CH:9]2[CH2:26][CH2:25][C:12]3([CH2:17][CH2:16][N:15](C(OC(C)(C)C)=O)[CH2:14][CH2:13]3)[CH2:11][CH2:10]2)[C:5]([Cl:27])=[CH:4][N:3]=1.Cl.[CH3:29][N:30]1[CH:34]=[C:33]([NH2:35])[C:32]([CH3:36])=[N:31]1.FC(F)(F)C(O)=O. Product: [Cl:27][C:5]1[C:6]([NH:8][CH:9]2[CH2:26][CH2:25][C:12]3([CH2:13][CH2:14][NH:15][CH2:16][CH2:17]3)[CH2:11][CH2:10]2)=[N:7][C:2]([NH:35][C:33]2[C:32]([CH3:36])=[N:31][N:30]([CH3:29])[CH:34]=2)=[N:3][CH:4]=1. The catalyst class is: 114. (4) Reactant: [C:1]([O:5][C:6]([N:8]1[CH2:20][C@@H:19]([CH3:21])[N:18]2[C@H:10]([CH2:11][C:12]3[C:17]2=[N:16][C:15](Br)=[CH:14][CH:13]=3)[CH2:9]1)=[O:7])([CH3:4])([CH3:3])[CH3:2].C(N(CC)CC)C.O.[C:31]([O:34][CH2:35]C)(=[O:33])C. Product: [CH3:35][O:34][C:31]([C:15]1[N:16]=[C:17]2[C:12](=[CH:13][CH:14]=1)[CH2:11][C@H:10]1[N:18]2[C@H:19]([CH3:21])[CH2:20][N:8]([C:6]([O:5][C:1]([CH3:4])([CH3:3])[CH3:2])=[O:7])[CH2:9]1)=[O:33]. The catalyst class is: 430. (5) Reactant: [CH2:1]([C:8]1[O:9][C:10]2[CH:31]=[CH:30][CH:29]=[CH:28][C:11]=2[C:12]=1[C:13]1[CH:18]=[CH:17][C:16](B2OC(C)(C)C(C)(C)O2)=[CH:15][CH:14]=1)[C:2]1[CH:7]=[CH:6][CH:5]=[CH:4][CH:3]=1.CS(C)=O.[C:36]([O:40][C:41](=[O:65])[CH2:42][N:43]([S:55]([C:58]1[CH:63]=[CH:62][C:61](Br)=[CH:60][CH:59]=1)(=[O:57])=[O:56])[CH2:44][C:45]1[CH:50]=[CH:49][CH:48]=[C:47]([C:51]([F:54])([F:53])[F:52])[CH:46]=1)([CH3:39])([CH3:38])[CH3:37].P([O-])([O-])([O-])=O.[K+].[K+].[K+]. Product: [C:36]([O:40][C:41](=[O:65])[CH2:42][N:43]([S:55]([C:58]1[CH:63]=[CH:62][C:61]([C:16]2[CH:15]=[CH:14][C:13]([C:12]3[C:11]4[CH:28]=[CH:29][CH:30]=[CH:31][C:10]=4[O:9][C:8]=3[CH2:1][C:2]3[CH:7]=[CH:6][CH:5]=[CH:4][CH:3]=3)=[CH:18][CH:17]=2)=[CH:60][CH:59]=1)(=[O:57])=[O:56])[CH2:44][C:45]1[CH:50]=[CH:49][CH:48]=[C:47]([C:51]([F:54])([F:53])[F:52])[CH:46]=1)([CH3:39])([CH3:38])[CH3:37]. The catalyst class is: 13.